From a dataset of Full USPTO retrosynthesis dataset with 1.9M reactions from patents (1976-2016). Predict the reactants needed to synthesize the given product. (1) Given the product [S:1]1[CH:5]=[CH:4][CH:3]=[C:2]1[CH2:6][N:7]1[C:11](=[O:12])[C:10]2[C:9](=[CH:17][CH:16]=[CH:15][CH:14]=2)[C:8]1=[O:13], predict the reactants needed to synthesize it. The reactants are: [S:1]1[CH:5]=[CH:4][CH:3]=[C:2]1[CH2:6][NH2:7].[C:8]1(=O)[O:13][C:11](=[O:12])[C:10]2=[CH:14][CH:15]=[CH:16][CH:17]=[C:9]12. (2) The reactants are: Cl[C:2]1[CH:7]=[CH:6][C:5]([N+:8]([O-:10])=[O:9])=[CH:4][N:3]=1.[Cl:11][C:12]1[CH:17]=[CH:16][C:15]([NH:18][C:19](=[O:31])[C:20]2[CH:25]=[CH:24][CH:23]=[C:22]([C:26]([C:29]#[N:30])([CH3:28])[CH3:27])[CH:21]=2)=[CH:14][C:13]=1[OH:32].C(=O)([O-])[O-].[K+].[K+]. Given the product [Cl:11][C:12]1[CH:17]=[CH:16][C:15]([NH:18][C:19](=[O:31])[C:20]2[CH:25]=[CH:24][CH:23]=[C:22]([C:26]([C:29]#[N:30])([CH3:27])[CH3:28])[CH:21]=2)=[CH:14][C:13]=1[O:32][C:2]1[CH:7]=[CH:6][C:5]([N+:8]([O-:10])=[O:9])=[CH:4][N:3]=1, predict the reactants needed to synthesize it. (3) Given the product [F:1][C:2]1[C:3]([N:14]([CH3:15])[C:16]2[CH:21]=[CH:20][N:19]=[C:18]([NH:23][C@@H:24]([CH3:41])[CH2:25][C:26]3[CH:27]=[C:28]([CH:38]=[CH:39][CH:40]=3)[CH2:29][NH:30][C:31](=[O:37])[O:32][C:33]([CH3:34])([CH3:35])[CH3:36])[N:17]=2)=[N:4][C:5]([C:8]2[CH:13]=[CH:12][CH:11]=[CH:10][CH:9]=2)=[N:6][CH:7]=1, predict the reactants needed to synthesize it. The reactants are: [F:1][C:2]1[C:3]([N:14]([C:16]2[CH:21]=[CH:20][N:19]=[C:18](F)[N:17]=2)[CH3:15])=[N:4][C:5]([C:8]2[CH:13]=[CH:12][CH:11]=[CH:10][CH:9]=2)=[N:6][CH:7]=1.[NH2:23][C@@H:24]([CH3:41])[CH2:25][C:26]1[CH:27]=[C:28]([CH:38]=[CH:39][CH:40]=1)[CH2:29][NH:30][C:31](=[O:37])[O:32][C:33]([CH3:36])([CH3:35])[CH3:34]. (4) Given the product [Cl:25][CH2:10][C:9]1[C:4]([CH2:3][O:2][CH3:1])=[N:5][C:6]([C:13]2[CH:18]=[CH:17][C:16]([C:19]([F:22])([F:21])[F:20])=[CH:15][CH:14]=2)=[N:7][C:8]=1[CH3:12], predict the reactants needed to synthesize it. The reactants are: [CH3:1][O:2][CH2:3][C:4]1[C:9]([CH2:10]O)=[C:8]([CH3:12])[N:7]=[C:6]([C:13]2[CH:18]=[CH:17][C:16]([C:19]([F:22])([F:21])[F:20])=[CH:15][CH:14]=2)[N:5]=1.S(Cl)([Cl:25])=O. (5) Given the product [Cl:10][CH2:11][C:12]1[CH:17]=[CH:16][N:15]=[C:14]([NH:18][C:7](=[O:8])[CH2:6][O:5][CH2:4][CH2:3][O:2][CH3:1])[CH:13]=1, predict the reactants needed to synthesize it. The reactants are: [CH3:1][O:2][CH2:3][CH2:4][O:5][CH2:6][C:7](Cl)=[O:8].[Cl:10][CH2:11][C:12]1[CH:17]=[CH:16][N:15]=[C:14]([NH2:18])[CH:13]=1.